This data is from NCI-60 drug combinations with 297,098 pairs across 59 cell lines. The task is: Regression. Given two drug SMILES strings and cell line genomic features, predict the synergy score measuring deviation from expected non-interaction effect. (1) Drug 1: C1=CC(=CC=C1CCC2=CNC3=C2C(=O)NC(=N3)N)C(=O)NC(CCC(=O)O)C(=O)O. Drug 2: C(CN)CNCCSP(=O)(O)O. Cell line: NCI/ADR-RES. Synergy scores: CSS=13.9, Synergy_ZIP=-1.08, Synergy_Bliss=0.454, Synergy_Loewe=-18.8, Synergy_HSA=-2.24. (2) Drug 1: CC1=C2C(C(=O)C3(C(CC4C(C3C(C(C2(C)C)(CC1OC(=O)C(C(C5=CC=CC=C5)NC(=O)OC(C)(C)C)O)O)OC(=O)C6=CC=CC=C6)(CO4)OC(=O)C)OC)C)OC. Drug 2: C1=C(C(=O)NC(=O)N1)N(CCCl)CCCl. Cell line: UACC-257. Synergy scores: CSS=20.4, Synergy_ZIP=-5.61, Synergy_Bliss=-2.20, Synergy_Loewe=-4.26, Synergy_HSA=0.697.